From a dataset of Full USPTO retrosynthesis dataset with 1.9M reactions from patents (1976-2016). Predict the reactants needed to synthesize the given product. (1) The reactants are: [F:1][C:2]1[C:7]2[CH2:8][CH2:9][CH:10]([N:19]3C=C(C4C=CC(C5C=CN=CC=5)=CC=4F)[N:21]=[N:20]3)[C:11](=[O:18])[N:12]([CH2:13][C:14]([F:17])([F:16])[F:15])[C:6]=2[CH:5]=[CH:4][CH:3]=1.[C:37]([C:39]1[CH:44]=[CH:43][C:42]([C:45]2[O:49][N:48]=[C:47]([CH3:50])[N:46]=2)=[CH:41][C:40]=1[O:51][CH3:52])#[CH:38]. Given the product [F:1][C:2]1[C:7]2[CH2:8][CH2:9][CH:10]([N:19]3[CH:38]=[C:37]([C:39]4[CH:44]=[CH:43][C:42]([C:45]5[O:49][N:48]=[C:47]([CH3:50])[N:46]=5)=[CH:41][C:40]=4[O:51][CH3:52])[N:21]=[N:20]3)[C:11](=[O:18])[N:12]([CH2:13][C:14]([F:15])([F:16])[F:17])[C:6]=2[CH:5]=[CH:4][CH:3]=1, predict the reactants needed to synthesize it. (2) Given the product [CH3:8][C:9]1([CH3:29])[C:21]2=[CH:20][C:19]3[NH:22][C:23]4[C:28]([C:18]=3[CH:17]=[C:16]2[C:15]2[C:10]1=[CH:11][CH:12]=[CH:13][CH:14]=2)=[CH:27][CH:26]=[CH:25][CH:24]=4, predict the reactants needed to synthesize it. The reactants are: C(O)(=O)C(C)(C)C.[CH3:8][C:9]1([CH3:29])[C:21]2[CH:20]=[C:19]([NH:22][C:23]3[CH:28]=[CH:27][CH:26]=[CH:25][CH:24]=3)[CH:18]=[CH:17][C:16]=2[C:15]2[C:10]1=[CH:11][CH:12]=[CH:13][CH:14]=2.C(=O)([O-])[O-].[K+].[K+].C([O-])([O-])=O.[Na+].[Na+]. (3) Given the product [CH2:11]([C:2]1[CH:7]=[CH:6][N:5]=[C:4]([Cl:8])[CH:3]=1)[CH:10]=[CH2:9], predict the reactants needed to synthesize it. The reactants are: Br[C:2]1[CH:7]=[CH:6][N:5]=[C:4]([Cl:8])[CH:3]=1.[CH2:9]([Sn](CCCC)(CCCC)CCCC)[CH:10]=[CH2:11]. (4) Given the product [CH3:45][NH:46][S:47]([C:50]1[CH:51]=[C:52]2[C:56](=[CH:57][CH:58]=1)[NH:55][C:54](=[O:59])/[C:53]/2=[CH:22]\[C:14]1[NH:15][C:16]2[CH2:17][CH2:18][CH2:19][CH2:20][C:21]=2[C:13]=1[CH2:12][CH2:11][CH2:10][N:7]1[CH2:6][CH2:5][N:4]([CH2:3][CH2:2][OH:1])[CH2:9][CH2:8]1)(=[O:49])=[O:48], predict the reactants needed to synthesize it. The reactants are: [OH:1][CH2:2][CH2:3][N:4]1[CH2:9][CH2:8][N:7]([CH2:10][CH2:11][CH2:12][C:13]2[C:21]3[CH2:20][CH2:19][CH2:18][CH2:17][C:16]=3[NH:15][C:14]=2[CH:22]=O)[CH2:6][CH2:5]1.OC1CCN(CCCC2C3CCCCC=3NC=2C=O)CC1.[CH3:45][NH:46][S:47]([C:50]1[CH:51]=[C:52]2[C:56](=[CH:57][CH:58]=1)[NH:55][C:54](=[O:59])[CH2:53]2)(=[O:49])=[O:48]. (5) Given the product [ClH:15].[NH:1]([C:2]1[CH:3]=[CH:4][C:5]([CH3:10])=[C:6]([CH:9]=1)[C:7]#[N:8])[NH2:11], predict the reactants needed to synthesize it. The reactants are: [NH2:1][C:2]1[CH:3]=[CH:4][C:5]([CH3:10])=[C:6]([CH:9]=1)[C:7]#[N:8].[N:11]([O-])=O.[Na+].[Cl:15][Sn]Cl. (6) The reactants are: [NH2:1][C:2]1[N:10]=[CH:9][CH:8]=[CH:7][C:3]=1[C:4]([OH:6])=[O:5]. Given the product [CH2:3]([C:2]1[O:5][C:4](=[O:6])[C:3]2[CH:7]=[CH:8][CH:9]=[N:10][C:2]=2[N:1]=1)[CH2:7][CH3:8], predict the reactants needed to synthesize it.